From a dataset of Catalyst prediction with 721,799 reactions and 888 catalyst types from USPTO. Predict which catalyst facilitates the given reaction. Reactant: [NH2:1][C:2]1[CH:14]=[C:13]2[C:5]([C:6]3[CH:7]=[C:8]([Br:18])[CH:9]=[C:10]([C:15]([NH2:17])=[O:16])[C:11]=3[NH:12]2)=[CH:4][CH:3]=1.Cl.Cl[CH2:21][CH2:22][N:23]([CH2:25][CH2:26]Cl)[CH3:24].C(=O)([O-])[O-].[Na+].[Na+]. Product: [Br:18][C:8]1[CH:9]=[C:10]([C:15]([NH2:17])=[O:16])[C:11]2[NH:12][C:13]3[C:5]([C:6]=2[CH:7]=1)=[CH:4][CH:3]=[C:2]([N:1]1[CH2:26][CH2:25][N:23]([CH3:24])[CH2:22][CH2:21]1)[CH:14]=3. The catalyst class is: 218.